The task is: Predict the product of the given reaction.. This data is from Forward reaction prediction with 1.9M reactions from USPTO patents (1976-2016). (1) Given the reactants C(Cl)(=O)C(Cl)=O.C(Cl)Cl.CS(C)=O.[OH:14][CH2:15][CH2:16][CH2:17][C:18]1[CH:19]=[C:20]2[C:24](=[CH:25][CH:26]=1)[C:23](=[O:27])[O:22][CH2:21]2.C(N(CC)CC)C, predict the reaction product. The product is: [O:27]=[C:23]1[C:24]2[C:20](=[CH:19][C:18]([CH2:17][CH2:16][CH:15]=[O:14])=[CH:26][CH:25]=2)[CH2:21][O:22]1. (2) Given the reactants [CH3:1][O:2][C:3]1[C:11]2[N:10]=[C:9]([CH2:12][O:13][CH3:14])[NH:8][C:7]=2[CH:6]=[CH:5][CH:4]=1.Br[CH2:16][C:17]1[CH:36]=[CH:35][C:20]2/[C:21](=[C:31](/[CH3:34])\[C:32]#[N:33])/[C:22]3[CH:29]=[CH:28][C:27]([F:30])=[CH:26][C:23]=3[O:24][CH2:25][C:19]=2[CH:18]=1, predict the reaction product. The product is: [F:30][C:27]1[CH:28]=[CH:29][C:22]2=[C:23]([CH:26]=1)[O:24][CH2:25][C:19]1[CH:18]=[C:17]([CH2:16][N:8]3[C:7]4[CH:6]=[CH:5][CH:4]=[C:3]([O:2][CH3:1])[C:11]=4[N:10]=[C:9]3[CH2:12][O:13][CH3:14])[CH:36]=[CH:35][C:20]=1/[C:21]/2=[C:31](/[CH3:34])\[C:32]#[N:33]. (3) Given the reactants OO.[Br:3][C:4]1[CH:9]=[CH:8][C:7]([C:10]2([C:18]#[N:19])[CH2:13][C:12]([O:16][CH3:17])([O:14][CH3:15])[CH2:11]2)=[CH:6][CH:5]=1.C(=O)([O-])[O-:21].[K+].[K+].O, predict the reaction product. The product is: [Br:3][C:4]1[CH:5]=[CH:6][C:7]([C:10]2([C:18]([NH2:19])=[O:21])[CH2:13][C:12]([O:14][CH3:15])([O:16][CH3:17])[CH2:11]2)=[CH:8][CH:9]=1. (4) Given the reactants [Br:1][C:2]1[CH:3]=[CH:4][C:5]([O:32][CH2:33][C:34]([C:37]([O:39]C)=[O:38])([CH3:36])[CH3:35])=[C:6]([CH:8]2[C:13]3([C:21]4[C:16](=[CH:17][C:18]([Cl:22])=[CH:19][CH:20]=4)[NH:15][C:14]3=[O:23])[CH:12]([C:24]3[CH:29]=[CH:28][CH:27]=[C:26]([Cl:30])[CH:25]=3)[CH2:11][C:10](=[O:31])[NH:9]2)[CH:7]=1.[OH-].[Na+], predict the reaction product. The product is: [Br:1][C:2]1[CH:3]=[CH:4][C:5]([O:32][CH2:33][C:34]([C:37]([OH:39])=[O:38])([CH3:36])[CH3:35])=[C:6]([CH:8]2[C:13]3([C:21]4[C:16](=[CH:17][C:18]([Cl:22])=[CH:19][CH:20]=4)[NH:15][C:14]3=[O:23])[CH:12]([C:24]3[CH:29]=[CH:28][CH:27]=[C:26]([Cl:30])[CH:25]=3)[CH2:11][C:10](=[O:31])[NH:9]2)[CH:7]=1. (5) Given the reactants [CH:1]1([CH:4]=O)[CH2:3][CH2:2]1.[NH2:6][C:7]1[CH:8]=[C:9]2[C:13](=[CH:14][CH:15]=1)[N:12]([CH2:16][C:17]1[CH:22]=[CH:21][CH:20]=[C:19]([O:23][CH3:24])[CH:18]=1)[C:11]([C:25]([O:27][CH2:28][CH3:29])=[O:26])=[C:10]2[C:30]1[CH:35]=[CH:34][C:33]([C:36]([CH3:39])([CH3:38])[CH3:37])=[CH:32][CH:31]=1.[BH4-].[Na+], predict the reaction product. The product is: [C:36]([C:33]1[CH:32]=[CH:31][C:30]([C:10]2[C:9]3[C:13](=[CH:14][CH:15]=[C:7]([NH:6][CH2:4][CH:1]4[CH2:2][CH2:3]4)[CH:8]=3)[N:12]([CH2:16][C:17]3[CH:22]=[CH:21][CH:20]=[C:19]([O:23][CH3:24])[CH:18]=3)[C:11]=2[C:25]([O:27][CH2:28][CH3:29])=[O:26])=[CH:35][CH:34]=1)([CH3:39])([CH3:37])[CH3:38].